This data is from Peptide-MHC class I binding affinity with 185,985 pairs from IEDB/IMGT. The task is: Regression. Given a peptide amino acid sequence and an MHC pseudo amino acid sequence, predict their binding affinity value. This is MHC class I binding data. (1) The peptide sequence is LLGLWGFAAA. The MHC is HLA-A02:02 with pseudo-sequence HLA-A02:02. The binding affinity (normalized) is 0.689. (2) The peptide sequence is VEITPYKPTW. The MHC is HLA-B40:01 with pseudo-sequence HLA-B40:01. The binding affinity (normalized) is 0.0898. (3) The peptide sequence is IQRRGAQFQ. The MHC is HLA-A02:01 with pseudo-sequence HLA-A02:01. The binding affinity (normalized) is 0.0847. (4) The peptide sequence is DLASWIKYIQY. The MHC is Mamu-A02 with pseudo-sequence Mamu-A02. The binding affinity (normalized) is 0.938. (5) The peptide sequence is VQIDRLITGR. The MHC is HLA-A68:01 with pseudo-sequence HLA-A68:01. The binding affinity (normalized) is 0.359. (6) The peptide sequence is DYDQRDYGF. The MHC is HLA-B15:01 with pseudo-sequence HLA-B15:01. The binding affinity (normalized) is 0.0847. (7) The peptide sequence is RTSKAALER. The MHC is HLA-B45:01 with pseudo-sequence HLA-B45:01. The binding affinity (normalized) is 0.